This data is from Peptide-MHC class I binding affinity with 185,985 pairs from IEDB/IMGT. The task is: Regression. Given a peptide amino acid sequence and an MHC pseudo amino acid sequence, predict their binding affinity value. This is MHC class I binding data. (1) The peptide sequence is IGLTARATW. The MHC is HLA-B58:01 with pseudo-sequence HLA-B58:01. The binding affinity (normalized) is 0.658. (2) The peptide sequence is RPRGAPTPT. The MHC is HLA-B08:01 with pseudo-sequence HLA-B08:01. The binding affinity (normalized) is 0.213.